From a dataset of Forward reaction prediction with 1.9M reactions from USPTO patents (1976-2016). Predict the product of the given reaction. (1) Given the reactants C(N(CC)CC)C.Cl.[NH2:9][CH2:10][C:11]([O:13][CH2:14][C:15]1[CH:20]=[CH:19][CH:18]=[CH:17][CH:16]=1)=[O:12].[C:21]1(=O)[CH2:26][CH2:25][CH2:24][CH2:23][CH2:22]1.[BH4-].[Na+], predict the reaction product. The product is: [CH:21]1([NH:9][CH2:10][C:11]([O:13][CH2:14][C:15]2[CH:20]=[CH:19][CH:18]=[CH:17][CH:16]=2)=[O:12])[CH2:26][CH2:25][CH2:24][CH2:23][CH2:22]1. (2) Given the reactants [CH2:1]1[C:9]2[C:4](=[CH:5][CH:6]=[CH:7][CH:8]=2)[CH2:3][CH:2]1[OH:10].C(N(CC)CC)C.[S:18](Cl)([CH3:21])(=[O:20])=[O:19].O, predict the reaction product. The product is: [CH2:1]1[C:9]2[C:4](=[CH:5][CH:6]=[CH:7][CH:8]=2)[CH2:3][CH:2]1[O:10][S:18]([CH3:21])(=[O:20])=[O:19].